Regression. Given two drug SMILES strings and cell line genomic features, predict the synergy score measuring deviation from expected non-interaction effect. From a dataset of NCI-60 drug combinations with 297,098 pairs across 59 cell lines. Drug 2: CCC1(CC2CC(C3=C(CCN(C2)C1)C4=CC=CC=C4N3)(C5=C(C=C6C(=C5)C78CCN9C7C(C=CC9)(C(C(C8N6C=O)(C(=O)OC)O)OC(=O)C)CC)OC)C(=O)OC)O.OS(=O)(=O)O. Synergy scores: CSS=35.7, Synergy_ZIP=-9.17, Synergy_Bliss=1.62, Synergy_Loewe=-51.6, Synergy_HSA=-0.200. Drug 1: C1CN1P(=S)(N2CC2)N3CC3. Cell line: SK-MEL-28.